Dataset: Catalyst prediction with 721,799 reactions and 888 catalyst types from USPTO. Task: Predict which catalyst facilitates the given reaction. (1) Reactant: [F:1][C:2]1[CH:7]=[CH:6][C:5]([C:8]2[CH:9]=[CH:10][C:11]3[N:12]([C:14]([S:17][C:18]4[CH:23]=[CH:22][C:21]([NH:24]C(=O)C)=[CH:20][CH:19]=4)=[CH:15][N:16]=3)[CH:13]=2)=[CH:4][CH:3]=1.Cl.C(=O)([O-])O.[Na+]. Product: [F:1][C:2]1[CH:3]=[CH:4][C:5]([C:8]2[CH:9]=[CH:10][C:11]3[N:12]([C:14]([S:17][C:18]4[CH:23]=[CH:22][C:21]([NH2:24])=[CH:20][CH:19]=4)=[CH:15][N:16]=3)[CH:13]=2)=[CH:6][CH:7]=1. The catalyst class is: 8. (2) Reactant: [F:1][C:2]([F:47])([F:46])[C:3]1[CH:4]=[C:5]([CH:39]=[C:40](C(F)(F)F)[CH:41]=1)[CH2:6][N:7]([CH2:20][C:21]1[CH:26]=[C:25]([C:27]([F:30])([F:29])[F:28])[CH:24]=[CH:23][C:22]=1OS(C(F)(F)F)(=O)=O)[C:8]1[N:13]=[CH:12][C:11]([N:14]2[CH2:19][CH2:18][O:17][CH2:16][CH2:15]2)=[CH:10][N:9]=1.[C:48]1(B(O)O)[CH:53]=[CH:52][CH:51]=[CH:50][CH:49]=1.C(=O)([O-])[O-].[Cs+].[Cs+].O. Product: [F:1][C:2]([F:47])([F:46])[C:3]1[CH:4]=[C:5]([CH:39]=[C:40]([C:2]([F:47])([F:46])[F:1])[CH:41]=1)[CH2:6][N:7]([C:8]1[N:9]=[CH:10][C:11]([N:14]2[CH2:15][CH2:16][O:17][CH2:18][CH2:19]2)=[CH:12][N:13]=1)[CH2:20][C:21]1[CH:26]=[C:25]([C:27]([F:29])([F:28])[F:30])[CH:24]=[CH:23][C:22]=1[C:48]1[CH:53]=[CH:52][CH:51]=[CH:50][CH:49]=1. The catalyst class is: 155. (3) Reactant: [F:1][C:2]1[C:7]([CH3:8])=[CH:6][C:5]([O:9][CH3:10])=[CH:4][C:3]=1[O:11][CH3:12].S(Cl)([Cl:16])(=O)=O.C([O-])(O)=O.[Na+]. Product: [Cl:16][C:6]1[C:7]([CH3:8])=[C:2]([F:1])[C:3]([O:11][CH3:12])=[CH:4][C:5]=1[O:9][CH3:10]. The catalyst class is: 2.